Dataset: Reaction yield outcomes from USPTO patents with 853,638 reactions. Task: Predict the reaction yield, written as a fraction of the theoretical maximum amount of product (1.0 means a 100% yield; for example, 0.34 means a 34% yield). (1) The reactants are O[C:2]1[C:11]2[C:6](=[CH:7][CH:8]=[C:9]([O:12][CH2:13][CH2:14][O:15][CH3:16])[CH:10]=2)[N:5]=[CH:4][N:3]=1.O=P(Cl)(Cl)[Cl:19]. No catalyst specified. The product is [Cl:19][C:2]1[C:11]2[C:6](=[CH:7][CH:8]=[C:9]([O:12][CH2:13][CH2:14][O:15][CH3:16])[CH:10]=2)[N:5]=[CH:4][N:3]=1. The yield is 0.710. (2) The reactants are CC1C=CC(S(O[CH2:12][C@H:13]([OH:22])[C:14]2[CH:15]=[N:16][C:17]([O:20][CH3:21])=[CH:18][CH:19]=2)(=O)=O)=CC=1.C(=O)([O-])[O-].[K+].[K+]. The catalyst is CO. The product is [CH3:21][O:20][C:17]1[CH:18]=[CH:19][C:14]([C@@H:13]2[CH2:12][O:22]2)=[CH:15][N:16]=1. The yield is 0.420. (3) The reactants are [Cl:1][C:2]1[CH:3]=[C:4]([C:9]2([C:14](O)=O)[CH2:13][CH2:12][CH2:11][CH2:10]2)[CH:5]=[CH:6][C:7]=1[Cl:8].[CH3:17][NH:18][CH3:19]. No catalyst specified. The product is [Cl:1][C:2]1[CH:3]=[C:4]([C:9]2([CH2:14][N:18]([CH3:19])[CH3:17])[CH2:13][CH2:12][CH2:11][CH2:10]2)[CH:5]=[CH:6][C:7]=1[Cl:8]. The yield is 0.870. (4) The reactants are [C:1](N)(=[O:3])[CH3:2].C=O.O.Cl.[NH:9]([CH2:14][C:15]([OH:17])=[O:16])[CH2:10][C:11]([OH:13])=[O:12].C(NCC(O)=O)(=O)C. The catalyst is COCCOC. The product is [C:1]([N:9]([CH2:14][C:15]([OH:17])=[O:16])[CH2:10][C:11]([OH:13])=[O:12])(=[O:3])[CH3:2]. The yield is 0.870. (5) The reactants are [C:1]1([NH:7][C:8]2[CH:13]=[CH:12][CH:11]=[CH:10][CH:9]=2)[CH:6]=[CH:5][CH:4]=[CH:3][CH:2]=1.[C:14](Cl)(=[O:18])[C:15](Cl)=[O:16].Cl. The catalyst is C1(C)C=CC=CC=1. The product is [C:8]1([N:7]2[C:1]3[C:2](=[CH:3][CH:4]=[CH:5][CH:6]=3)[C:15](=[O:16])[C:14]2=[O:18])[CH:9]=[CH:10][CH:11]=[CH:12][CH:13]=1. The yield is 0.940. (6) The reactants are [CH3:1]C([O-])(C)C.[K+].[CH2:7]([O:14][C:15]1[CH:16]=[CH:17][C:18]([CH:33]=[CH2:34])=[C:19]([CH:32]=1)[O:20][CH2:21][C:22]([C:24]1[CH:29]=[CH:28][C:27]([O:30][CH3:31])=[CH:26][CH:25]=1)=O)[C:8]1[CH:13]=[CH:12][CH:11]=[CH:10][CH:9]=1. The catalyst is C1COCC1. The product is [CH2:7]([O:14][C:15]1[CH:16]=[CH:17][C:18]([CH:33]=[CH2:34])=[C:19]([O:20][CH2:21][C:22]([C:24]2[CH:29]=[CH:28][C:27]([O:30][CH3:31])=[CH:26][CH:25]=2)=[CH2:1])[CH:32]=1)[C:8]1[CH:13]=[CH:12][CH:11]=[CH:10][CH:9]=1. The yield is 0.950.